The task is: Predict which catalyst facilitates the given reaction.. This data is from Catalyst prediction with 721,799 reactions and 888 catalyst types from USPTO. (1) Reactant: [N:1]1[CH:6]=[CH:5][CH:4]=[C:3]([NH:7][C:8]([N:10]2[CH2:13][CH:12]([O:14][C:15]3[CH:20]=[CH:19][C:18]([C:21]4[CH:26]=[CH:25][CH:24]=[C:23]([O:27][CH2:28][CH2:29][O:30]CC5C=CC=CC=5)[CH:22]=4)=[CH:17][N:16]=3)[CH2:11]2)=[O:9])[N:2]=1.B(Br)(Br)Br. Product: [N:1]1[CH:6]=[CH:5][CH:4]=[C:3]([NH:7][C:8]([N:10]2[CH2:13][CH:12]([O:14][C:15]3[CH:20]=[CH:19][C:18]([C:21]4[CH:26]=[CH:25][CH:24]=[C:23]([O:27][CH2:28][CH2:29][OH:30])[CH:22]=4)=[CH:17][N:16]=3)[CH2:11]2)=[O:9])[N:2]=1. The catalyst class is: 4. (2) Reactant: [OH-].[Na+].[OH:3][C:4](C(F)(F)F)=O.[CH2:10]([O:17][CH:18]1[C:23](=[O:24])[CH2:22][CH2:21][NH:20][CH2:19]1)[C:11]1[CH:16]=[CH:15][CH:14]=[CH:13][CH:12]=1.[C:25](O[C:25]([O:27][C:28]([CH3:31])([CH3:30])[CH3:29])=[O:26])([O:27][C:28]([CH3:31])([CH3:30])[CH3:29])=[O:26].[CH2:40]1COCC1. Product: [CH2:10]([O:17][CH:18]1[C:23]([O:3][CH3:4])([O:24][CH3:40])[CH2:22][CH2:21][N:20]([C:25]([O:27][C:28]([CH3:31])([CH3:30])[CH3:29])=[O:26])[CH2:19]1)[C:11]1[CH:12]=[CH:13][CH:14]=[CH:15][CH:16]=1. The catalyst class is: 6. (3) Reactant: [CH3:1][Mg]Br.[CH3:4][C:5]([CH3:45])([CH3:44])[CH2:6][C:7]1[N:8]=[C:9]([C:18](=[O:43])[CH2:19][C:20]2[CH:25]=[CH:24][C:23]([N:26]3[CH2:31][CH2:30][CH2:29][C:28]4[CH:32]=[N:33][N:34]([CH2:35][O:36][CH2:37][CH2:38][Si:39]([CH3:42])([CH3:41])[CH3:40])[C:27]3=4)=[CH:22][CH:21]=2)[N:10]([S:12]([N:15]([CH3:17])[CH3:16])(=[O:14])=[O:13])[CH:11]=1. Product: [CH3:4][C:5]([CH3:45])([CH3:44])[CH2:6][C:7]1[N:8]=[C:9]([C:18]([OH:43])([CH3:1])[CH2:19][C:20]2[CH:21]=[CH:22][C:23]([N:26]3[CH2:31][CH2:30][CH2:29][C:28]4[CH:32]=[N:33][N:34]([CH2:35][O:36][CH2:37][CH2:38][Si:39]([CH3:41])([CH3:42])[CH3:40])[C:27]3=4)=[CH:24][CH:25]=2)[N:10]([S:12]([N:15]([CH3:16])[CH3:17])(=[O:13])=[O:14])[CH:11]=1. The catalyst class is: 7. (4) Reactant: Cl[CH2:2][CH2:3][NH:4][C:5]1[CH:10]=[C:9]([CH3:11])[N:8]=[C:7]2[N:12]([C:15]3[C:20]([CH3:21])=[CH:19][C:18]([CH3:22])=[CH:17][C:16]=3[CH3:23])[CH:13]=[N:14][C:6]=12.[CH2:24]([O:26][C:27]1[CH:35]=[CH:34][C:30]([CH2:31][CH2:32][NH2:33])=[CH:29][C:28]=1[O:36][CH3:37])[CH3:25]. Product: [CH2:24]([O:26][C:27]1[CH:35]=[CH:34][C:30]([CH2:31][CH2:32][NH:33][CH2:2][CH2:3][NH:4][C:5]2[CH:10]=[C:9]([CH3:11])[N:8]=[C:7]3[N:12]([C:15]4[C:20]([CH3:21])=[CH:19][C:18]([CH3:22])=[CH:17][C:16]=4[CH3:23])[CH:13]=[N:14][C:6]=23)=[CH:29][C:28]=1[O:36][CH3:37])[CH3:25]. The catalyst class is: 37. (5) Reactant: Br[C:2]1[CH:9]=[C:8]([NH:10][CH:11]2[CH2:16][CH2:15][CH:14]([OH:17])[CH2:13][CH2:12]2)[C:5]([C:6]#[N:7])=[C:4]([F:18])[CH:3]=1.[CH3:19][C:20]1[C:28]2[C:27](=[O:29])[CH2:26][C:25]([CH3:31])([CH3:30])[CH2:24][C:23]=2[NH:22][CH:21]=1.C([O-])([O-])=O.[K+].[K+].CNCCNC. The catalyst class is: 185. Product: [CH3:19][C:20]1[C:28]2[C:27](=[O:29])[CH2:26][C:25]([CH3:31])([CH3:30])[CH2:24][C:23]=2[N:22]([C:2]2[CH:9]=[C:8]([NH:10][CH:11]3[CH2:16][CH2:15][CH:14]([OH:17])[CH2:13][CH2:12]3)[C:5]([C:6]#[N:7])=[C:4]([F:18])[CH:3]=2)[CH:21]=1. (6) Reactant: [CH3:1][O:2][C@:3]1([C:13]2[CH:18]=[CH:17][CH:16]=[CH:15][CH:14]=2)[CH2:8][CH2:7][CH2:6][CH2:5][C@@H:4]1[CH2:9][N:10]([CH3:12])[CH3:11].[ClH:19]. Product: [ClH:19].[CH3:1][O:2][C@:3]1([C:13]2[CH:14]=[CH:15][CH:16]=[CH:17][CH:18]=2)[CH2:8][CH2:7][CH2:6][CH2:5][C@@H:4]1[CH2:9][N:10]([CH3:12])[CH3:11].[ClH:19]. The catalyst class is: 237. (7) Reactant: C(OC([N:6]1[C:10]2=[N:11][C:12]([Cl:15])=[CH:13][CH:14]=[C:9]2[CH:8]=[CH:7]1)=O)C.[OH-].[Na+]. Product: [Cl:15][C:12]1[N:11]=[C:10]2[NH:6][CH:7]=[CH:8][C:9]2=[CH:14][CH:13]=1. The catalyst class is: 5.